From a dataset of Reaction yield outcomes from USPTO patents with 853,638 reactions. Predict the reaction yield, written as a fraction of the theoretical maximum amount of product (1.0 means a 100% yield; for example, 0.34 means a 34% yield). (1) The yield is 0.880. The catalyst is [Br-].C[P+](C1C=CC=CC=1)(C1C=CC=CC=1)C1C=CC=CC=1.C1COCC1.CCOCC. The reactants are [C:1](O[K])(C)(C)C.[CH3:7][O:8][C:9]1[CH:10]=[N:11][C:12]2[CH:13]=[CH:14][CH:15]=[C:16]([CH:19]=O)[C:17]=2[N:18]=1. The product is [CH3:7][O:8][C:9]1[CH:10]=[N:11][C:12]2[C:17](=[C:16]([CH:19]=[CH2:1])[CH:15]=[CH:14][CH:13]=2)[N:18]=1. (2) The reactants are [Cl:1][C:2]1[C:7]([CH:8]([OH:10])[CH3:9])=[CH:6][CH:5]=[CH:4][N:3]=1.C(O)(C)C.C([O-])(O)=O.[Na+]. The catalyst is CC(C)=O.[O-2].[Cr+6].[O-2].[O-2]. The product is [Cl:1][C:2]1[C:7]([C:8](=[O:10])[CH3:9])=[CH:6][CH:5]=[CH:4][N:3]=1. The yield is 0.770. (3) The reactants are Br[C:2]1[CH:3]=[C:4]2[C:9](=[CH:10][CH:11]=1)[N:8]([CH2:12][O:13][CH2:14][CH2:15][Si:16]([CH3:19])([CH3:18])[CH3:17])[C:7](=[O:20])[CH:6]=[CH:5]2.C([O-])([O-])=O.[K+].[K+].[C:27]1(C)C=CC=C[CH:28]=1. The catalyst is O.C1C=CC([P]([Pd]([P](C2C=CC=CC=2)(C2C=CC=CC=2)C2C=CC=CC=2)([P](C2C=CC=CC=2)(C2C=CC=CC=2)C2C=CC=CC=2)[P](C2C=CC=CC=2)(C2C=CC=CC=2)C2C=CC=CC=2)(C2C=CC=CC=2)C2C=CC=CC=2)=CC=1. The product is [CH3:17][Si:16]([CH3:19])([CH3:18])[CH2:15][CH2:14][O:13][CH2:12][N:8]1[C:9]2[C:4](=[CH:3][C:2]([CH:27]=[CH2:28])=[CH:11][CH:10]=2)[CH:5]=[CH:6][C:7]1=[O:20]. The yield is 0.940.